Dataset: Catalyst prediction with 721,799 reactions and 888 catalyst types from USPTO. Task: Predict which catalyst facilitates the given reaction. (1) Reactant: [OH-].[Na+].C[O:4][C:5](=[O:44])[CH2:6][C:7]1[CH:8]=[C:9]([C:13]2[CH:18]=[CH:17][C:16]([C:19]([CH2:41][CH3:42])([C:22]3[CH:27]=[CH:26][C:25](/[CH:28]=[CH:29]/[C:30]([OH:39])([C:35]([F:38])([F:37])[F:36])[C:31]([F:34])([F:33])[F:32])=[C:24]([CH3:40])[CH:23]=3)[CH2:20][CH3:21])=[CH:15][C:14]=2[CH3:43])[CH:10]=[CH:11][CH:12]=1. Product: [CH2:20]([C:19]([C:16]1[CH:17]=[CH:18][C:13]([C:9]2[CH:10]=[CH:11][CH:12]=[C:7]([CH2:6][C:5]([OH:44])=[O:4])[CH:8]=2)=[C:14]([CH3:43])[CH:15]=1)([C:22]1[CH:27]=[CH:26][C:25](/[CH:28]=[CH:29]/[C:30]([OH:39])([C:35]([F:38])([F:37])[F:36])[C:31]([F:33])([F:32])[F:34])=[C:24]([CH3:40])[CH:23]=1)[CH2:41][CH3:42])[CH3:21]. The catalyst class is: 111. (2) Reactant: C(OC(=O)[NH:7][C@@:8]12[CH2:15][C@@:12]([NH:16][C:17]([C:19]3[CH:24]=[N:23][CH:22]=[CH:21][N:20]=3)=[O:18])([CH2:13][CH2:14]1)[CH2:11][CH2:10][CH2:9]2)(C)(C)C.[ClH:26]. Product: [ClH:26].[NH2:7][C@@:8]12[CH2:15][C@@:12]([NH:16][C:17]([C:19]3[CH:24]=[N:23][CH:22]=[CH:21][N:20]=3)=[O:18])([CH2:13][CH2:14]1)[CH2:11][CH2:10][CH2:9]2. The catalyst class is: 135. (3) Product: [C:1]([O:5][C:6]([N:8]1[CH2:13][CH2:12][C@H:11]([NH:27][C@@H:20]([C:21]2[CH:26]=[CH:25][CH:24]=[CH:23][CH:22]=2)[CH3:19])[C@H:10]([C:15]([F:18])([F:17])[F:16])[CH2:9]1)=[O:7])([CH3:4])([CH3:3])[CH3:2]. The catalyst class is: 11. Reactant: [C:1]([O:5][C:6]([N:8]1[CH2:13][CH2:12][C:11](=O)[CH:10]([C:15]([F:18])([F:17])[F:16])[CH2:9]1)=[O:7])([CH3:4])([CH3:3])[CH3:2].[CH3:19][C@@H:20]([NH2:27])[C:21]1[CH:26]=[CH:25][CH:24]=[CH:23][CH:22]=1.C1(C)C=CC(S(O)(=O)=O)=CC=1.[BH4-].[Na+]. (4) Reactant: [C:1]([O:5][C:6]([NH:8][C@@H:9]([CH:13]1[CH2:18][CH2:17][CH2:16][CH2:15][CH2:14]1)[C:10]([OH:12])=O)=[O:7])([CH3:4])([CH3:3])[CH3:2].CCN(C(C)C)C(C)C.CN(C(ON1N=NC2C=CC=NC1=2)=[N+](C)C)C.F[P-](F)(F)(F)(F)F.FC(F)(F)C(O)=O.[CH2:59]([O:66][C:67]([C@@H:69]1[CH2:73][C@H:72]([NH:74][C:75]([O:77][CH2:78][CH:79]2[C:91]3[CH:90]=[CH:89][CH:88]=[CH:87][C:86]=3[C:85]3[C:80]2=[CH:81][CH:82]=[CH:83][CH:84]=3)=[O:76])[CH2:71][NH:70]1)=[O:68])[C:60]1[CH:65]=[CH:64][CH:63]=[CH:62][CH:61]=1. Product: [CH2:59]([O:66][C:67]([C@@H:69]1[CH2:73][C@H:72]([NH:74][C:75]([O:77][CH2:78][CH:79]2[C:91]3[CH:90]=[CH:89][CH:88]=[CH:87][C:86]=3[C:85]3[C:80]2=[CH:81][CH:82]=[CH:83][CH:84]=3)=[O:76])[CH2:71][N:70]1[C:10](=[O:12])[C@@H:9]([NH:8][C:6]([O:5][C:1]([CH3:2])([CH3:3])[CH3:4])=[O:7])[CH:13]1[CH2:18][CH2:17][CH2:16][CH2:15][CH2:14]1)=[O:68])[C:60]1[CH:61]=[CH:62][CH:63]=[CH:64][CH:65]=1. The catalyst class is: 3. (5) Reactant: [F:1][C:2]1[CH:7]=[CH:6][C:5]([C:8]2(/[CH:14]=[CH:15]/[CH2:16][C:17]([OH:19])=[O:18])[CH2:13][CH2:12][CH2:11][CH2:10][CH2:9]2)=[CH:4][CH:3]=1. Product: [F:1][C:2]1[CH:3]=[CH:4][C:5]([C:8]2([CH2:14][CH2:15][CH2:16][C:17]([OH:19])=[O:18])[CH2:13][CH2:12][CH2:11][CH2:10][CH2:9]2)=[CH:6][CH:7]=1. The catalyst class is: 19. (6) Reactant: [C:1]1([CH:11]=O)[C:10]2[C:5](=[CH:6][CH:7]=[CH:8][CH:9]=2)[CH:4]=[CH:3][CH:2]=1.[C:13]1(=O)[CH2:18][CH2:17][CH2:16][CH2:15][CH2:14]1.[OH-:20].[Na+]. Product: [C:13]1(=[C:5]2[CH2:6][CH2:7][CH2:8][C:11](=[C:1]3[C:10]4[C:5](=[CH:6][CH:7]=[CH:8][CH:9]=4)[CH:4]=[CH:3][CH2:2]3)[C:4]2=[O:20])[C:18]2[C:17](=[CH:10][CH:1]=[CH:2][CH:3]=2)[CH:16]=[CH:15][CH2:14]1. The catalyst class is: 8. (7) The catalyst class is: 49. Product: [CH2:1]([O:3][C:4](=[O:22])[CH:5]([N:7]1[C:12]2[CH:13]=[C:14]([OH:17])[CH:15]=[CH:16][C:11]=2[O:10][CH2:9][C:8]1=[O:21])[CH3:6])[CH3:2]. Reactant: [CH2:1]([O:3][C:4](=[O:22])[CH:5]([N:7]1[C:12]2[CH:13]=[C:14]([O:17]C(=O)C)[CH:15]=[CH:16][C:11]=2[O:10][CH2:9][C:8]1=[O:21])[CH3:6])[CH3:2].N1CCOCC1. (8) Reactant: [N+](=[CH2:3])=[N-].[C:4]([O:8][C:9]([N:11]1[CH2:15][CH:14]=[CH:13][C@H:12]1[C:16]([OH:18])=[O:17])=[O:10])([CH3:7])([CH3:6])[CH3:5].C(O)(=O)C. Product: [CH3:3][O:17][C:16]([C@@H:12]1[CH:13]=[CH:14][CH2:15][N:11]1[C:9]([O:8][C:4]([CH3:7])([CH3:5])[CH3:6])=[O:10])=[O:18]. The catalyst class is: 4.